Predict the reactants needed to synthesize the given product. From a dataset of Full USPTO retrosynthesis dataset with 1.9M reactions from patents (1976-2016). Given the product [CH:18]1([NH:17][C:15](=[O:16])[C:14]2[CH:21]=[CH:22][C:11]([C:8]3[N:6]4[CH:7]=[CH:2][N:3]=[C:4]([NH:23][CH2:24][CH2:25][CH2:26][OH:27])[C:5]4=[N:10][CH:9]=3)=[CH:12][CH:13]=2)[CH2:19][CH2:20]1, predict the reactants needed to synthesize it. The reactants are: Br[C:2]1[N:3]=[C:4]([NH:23][CH2:24][CH2:25][CH2:26][OH:27])[C:5]2[N:6]([C:8]([C:11]3[CH:22]=[CH:21][C:14]([C:15]([NH:17][CH:18]4[CH2:20][CH2:19]4)=[O:16])=[CH:13][CH:12]=3)=[CH:9][N:10]=2)[CH:7]=1.O1CCCC1.